Dataset: Forward reaction prediction with 1.9M reactions from USPTO patents (1976-2016). Task: Predict the product of the given reaction. (1) Given the reactants Br[C:2]1[CH:13]=[CH:12][C:5]([C:6]([NH:8][CH2:9][CH2:10][CH3:11])=[O:7])=[C:4]([F:14])[CH:3]=1.[NH2:15][C:16]([CH3:21])([CH3:20])[C:17]([OH:19])=[O:18].C([O-])([O-])=O.[K+].[K+].C(C1CCCCC1=O)(=O)C.C(O)(=O)CC(CC(O)=O)(C(O)=O)O, predict the reaction product. The product is: [CH2:9]([NH:8][C:6]([C:5]1[CH:12]=[CH:13][C:2]([NH:15][C:16]([CH3:21])([CH3:20])[C:17]([OH:19])=[O:18])=[CH:3][C:4]=1[F:14])=[O:7])[CH2:10][CH3:11]. (2) Given the reactants [H-].[Na+].[CH2:3]([OH:9])[CH2:4][CH:5]=[CH:6][CH2:7][CH3:8].Cl[C:11]1[N:16]=[C:15](Cl)[N:14]=[C:13](Cl)[N:12]=1.[OH2:19], predict the reaction product. The product is: [CH2:3]([O:9][C:11]1[N:16]=[C:15]([O:19][CH2:3][CH2:4][CH:5]=[CH:6][CH2:7][CH3:8])[N:14]=[C:13]([O:9][CH2:3][CH2:4][CH:5]=[CH:6][CH2:7][CH3:8])[N:12]=1)[CH2:4][CH:5]=[CH:6][CH2:7][CH3:8]. (3) The product is: [OH:8][CH:4]([C:3]1[CH:10]=[CH:11][C:12]([O:14][CH3:15])=[CH:13][CH:2]=1)[C:5]([NH:17][NH2:18])=[O:6]. Given the reactants C[C:2]1[CH:13]=[C:12]([O:14][CH3:15])[CH:11]=[CH:10][C:3]=1[C:4](C)([OH:8])[C:5]([O-])=[O:6].O.[NH2:17][NH2:18], predict the reaction product.